This data is from Full USPTO retrosynthesis dataset with 1.9M reactions from patents (1976-2016). The task is: Predict the reactants needed to synthesize the given product. (1) Given the product [Cl:1][C:2]1[CH:7]=[CH:6][CH:5]=[CH:4][C:3]=1[N:8]1[C:13]([CH3:14])=[CH:12][C:11]([OH:15])=[C:10]([CH:16]=[N:20][OH:21])[C:9]1=[O:18], predict the reactants needed to synthesize it. The reactants are: [Cl:1][C:2]1[CH:7]=[CH:6][CH:5]=[CH:4][C:3]=1[N:8]1[C:13]([CH3:14])=[CH:12][C:11]([OH:15])=[C:10]([CH:16]=O)[C:9]1=[O:18].Cl.[NH2:20][OH:21].C([O-])(=O)C.[Na+]. (2) Given the product [CH3:1][O:2][C:3]1[CH:4]=[C:5]2[C:10](=[CH:11][C:12]=1[O:13][CH3:14])[N:9]=[CH:8][N:7]=[C:6]2[O:15][C:16]1[CH:22]=[CH:21][C:19]([NH:20][C:27](=[O:33])[O:26][CH2:24][C:36]([CH3:37])=[CH2:35])=[CH:18][CH:17]=1, predict the reactants needed to synthesize it. The reactants are: [CH3:1][O:2][C:3]1[CH:4]=[C:5]2[C:10](=[CH:11][C:12]=1[O:13][CH3:14])[N:9]=[CH:8][N:7]=[C:6]2[O:15][C:16]1[CH:22]=[CH:21][C:19]([NH2:20])=[CH:18][CH:17]=1.Cl[C:24](Cl)([O:26][C:27](=[O:33])OC(Cl)(Cl)Cl)Cl.[CH3:35][C:36](=C)[CH2:37]O.C(=O)(O)[O-].[Na+]. (3) Given the product [N:1]1([C:6]2[CH:7]=[C:8]3[CH2:14][CH2:13][CH:12]([C:15]([O-:17])=[O:16])[C:9]3=[N:10][CH:11]=2)[CH:5]=[N:4][N:3]=[N:2]1.[Li+:21], predict the reactants needed to synthesize it. The reactants are: [N:1]1([C:6]2[CH:7]=[C:8]3[CH2:14][CH2:13][CH:12]([C:15]([O:17]CC)=[O:16])[C:9]3=[N:10][CH:11]=2)[CH:5]=[N:4][N:3]=[N:2]1.O[Li:21].O. (4) The reactants are: [C:1]([O:7][C:8]([CH3:11])([CH3:10])[CH3:9])(=[O:6])[CH2:2][C:3]([CH3:5])=O.[F:12][C:13]1[CH:20]=[CH:19][C:18]([Br:21])=[CH:17][C:14]=1[CH:15]=O.[NH4+:22].[OH-:23]. Given the product [Br:21][C:18]1[CH:19]=[CH:20][C:13]([F:12])=[C:14]([CH:15]2[C:2]([C:1]([O:7][C:8]([CH3:11])([CH3:10])[CH3:9])=[O:6])=[C:3]([CH3:5])[NH:22][C:3]([CH3:5])=[C:2]2[C:1]([O:7][C:8]([CH3:11])([CH3:10])[CH3:9])=[O:23])[CH:17]=1, predict the reactants needed to synthesize it.